This data is from Forward reaction prediction with 1.9M reactions from USPTO patents (1976-2016). The task is: Predict the product of the given reaction. (1) Given the reactants [H-].[Na+].[OH:3][CH2:4][CH2:5][CH2:6][C:7]([O-:9])=[O:8].[Na+].Br[CH2:12][CH2:13][CH2:14][CH2:15][CH2:16][C:17]1[CH:22]=[CH:21][CH:20]=[CH:19][CH:18]=1.Cl, predict the reaction product. The product is: [C:17]1([CH2:16][CH2:15][CH2:14][CH2:13][CH2:12][O:3][CH2:4][CH2:5][CH2:6][C:7]([OH:9])=[O:8])[CH:22]=[CH:21][CH:20]=[CH:19][CH:18]=1. (2) The product is: [NH2:1][C:2]1[N:6]([C:7]2[CH:12]=[C:11]([N+:13]([O-:15])=[O:14])[CH:10]=[CH:9][C:8]=2[Br:16])[N:5]=[C:4]([C:17]2[CH:22]=[CH:21][C:20]([O:23][C:24]3[CH:29]=[CH:28][CH:27]=[CH:26][CH:25]=3)=[CH:19][CH:18]=2)[C:3]=1[C:30]([NH2:31])=[O:33]. Given the reactants [NH2:1][C:2]1[N:6]([C:7]2[CH:12]=[C:11]([N+:13]([O-:15])=[O:14])[CH:10]=[CH:9][C:8]=2[Br:16])[N:5]=[C:4]([C:17]2[CH:22]=[CH:21][C:20]([O:23][C:24]3[CH:29]=[CH:28][CH:27]=[CH:26][CH:25]=3)=[CH:19][CH:18]=2)[C:3]=1[C:30]#[N:31].P(O)(O)[OH:33], predict the reaction product.